Dataset: Full USPTO retrosynthesis dataset with 1.9M reactions from patents (1976-2016). Task: Predict the reactants needed to synthesize the given product. (1) Given the product [CH3:41][O:40][C:37]1[CH:38]=[CH:39][C:34]([C:32]#[C:33]/[C:7](/[C:4]2[CH:5]=[CH:6][C:1]([C:26]3[CH:31]=[CH:30][CH:29]=[CH:28][CH:27]=3)=[CH:2][CH:3]=2)=[CH:8]\[CH2:9][S:10][C:11]2[CH:23]=[CH:22][C:14]([O:15][CH2:16][C:17]([O:19][CH2:20][CH3:21])=[O:18])=[C:13]([CH3:24])[CH:12]=2)=[CH:35][CH:36]=1, predict the reactants needed to synthesize it. The reactants are: [C:1]1([C:26]2[CH:31]=[CH:30][CH:29]=[CH:28][CH:27]=2)[CH:6]=[CH:5][C:4](/[C:7](/I)=[CH:8]/[CH2:9][S:10][C:11]2[CH:23]=[CH:22][C:14]([O:15][CH2:16][C:17]([O:19][CH2:20][CH3:21])=[O:18])=[C:13]([CH3:24])[CH:12]=2)=[CH:3][CH:2]=1.[C:32]([C:34]1[CH:39]=[CH:38][C:37]([O:40][CH3:41])=[CH:36][CH:35]=1)#[CH:33].C(NC(C)C)(C)C. (2) Given the product [N+:1]([C:4]1[CH:5]=[C:6]2[C:7](=[CH:9][CH:10]=1)[NH:8][C:12]([C:13]1[CH:18]=[CH:17][CH:16]=[CH:15][N:14]=1)=[CH:11]2)([O-:3])=[O:2], predict the reactants needed to synthesize it. The reactants are: [N+:1]([C:4]1[CH:10]=[CH:9][C:7]([NH2:8])=[C:6]([C:11]#[C:12][C:13]2[CH:18]=[CH:17][CH:16]=[CH:15][N:14]=2)[CH:5]=1)([O-:3])=[O:2].CC([O-])(C)C.[K+].